Dataset: NCI-60 drug combinations with 297,098 pairs across 59 cell lines. Task: Regression. Given two drug SMILES strings and cell line genomic features, predict the synergy score measuring deviation from expected non-interaction effect. (1) Drug 1: CN1CCC(CC1)COC2=C(C=C3C(=C2)N=CN=C3NC4=C(C=C(C=C4)Br)F)OC. Drug 2: CC1=C(C=C(C=C1)NC(=O)C2=CC=C(C=C2)CN3CCN(CC3)C)NC4=NC=CC(=N4)C5=CN=CC=C5. Cell line: MALME-3M. Synergy scores: CSS=9.10, Synergy_ZIP=0.137, Synergy_Bliss=3.90, Synergy_Loewe=-0.954, Synergy_HSA=1.33. (2) Drug 1: C1=CC(=CC=C1CCC2=CNC3=C2C(=O)NC(=N3)N)C(=O)NC(CCC(=O)O)C(=O)O. Drug 2: C1=CC(=C2C(=C1NCCNCCO)C(=O)C3=C(C=CC(=C3C2=O)O)O)NCCNCCO. Cell line: K-562. Synergy scores: CSS=77.4, Synergy_ZIP=7.10, Synergy_Bliss=6.87, Synergy_Loewe=5.41, Synergy_HSA=15.7. (3) Drug 1: C1CCN(CC1)CCOC2=CC=C(C=C2)C(=O)C3=C(SC4=C3C=CC(=C4)O)C5=CC=C(C=C5)O. Drug 2: C1=C(C(=O)NC(=O)N1)N(CCCl)CCCl. Cell line: RPMI-8226. Synergy scores: CSS=36.4, Synergy_ZIP=7.48, Synergy_Bliss=1.64, Synergy_Loewe=-4.23, Synergy_HSA=-1.59. (4) Drug 1: C1CCN(CC1)CCOC2=CC=C(C=C2)C(=O)C3=C(SC4=C3C=CC(=C4)O)C5=CC=C(C=C5)O. Drug 2: C1CN1P(=S)(N2CC2)N3CC3. Cell line: DU-145. Synergy scores: CSS=16.0, Synergy_ZIP=-5.57, Synergy_Bliss=-1.74, Synergy_Loewe=-7.68, Synergy_HSA=-4.13. (5) Drug 1: CN(C)C1=NC(=NC(=N1)N(C)C)N(C)C. Drug 2: N.N.Cl[Pt+2]Cl. Cell line: OVCAR-4. Synergy scores: CSS=0.505, Synergy_ZIP=1.21, Synergy_Bliss=2.44, Synergy_Loewe=-1.14, Synergy_HSA=-0.905. (6) Drug 1: CCC1=CC2CC(C3=C(CN(C2)C1)C4=CC=CC=C4N3)(C5=C(C=C6C(=C5)C78CCN9C7C(C=CC9)(C(C(C8N6C)(C(=O)OC)O)OC(=O)C)CC)OC)C(=O)OC.C(C(C(=O)O)O)(C(=O)O)O. Drug 2: CC1=C(C(=CC=C1)Cl)NC(=O)C2=CN=C(S2)NC3=CC(=NC(=N3)C)N4CCN(CC4)CCO. Cell line: NCI/ADR-RES. Synergy scores: CSS=7.24, Synergy_ZIP=0.0346, Synergy_Bliss=4.46, Synergy_Loewe=3.22, Synergy_HSA=3.75. (7) Drug 1: CC1CCCC2(C(O2)CC(NC(=O)CC(C(C(=O)C(C1O)C)(C)C)O)C(=CC3=CSC(=N3)C)C)C. Drug 2: CC1C(C(CC(O1)OC2CC(CC3=C2C(=C4C(=C3O)C(=O)C5=C(C4=O)C(=CC=C5)OC)O)(C(=O)CO)O)N)O.Cl. Cell line: U251. Synergy scores: CSS=41.2, Synergy_ZIP=-1.15, Synergy_Bliss=-3.72, Synergy_Loewe=-0.838, Synergy_HSA=-1.34. (8) Drug 1: C1=CN(C(=O)N=C1N)C2C(C(C(O2)CO)O)(F)F. Drug 2: C1=CC(=C(C=C1I)F)NC2=C(C=CC(=C2F)F)C(=O)NOCC(CO)O. Cell line: UACC62. Synergy scores: CSS=63.1, Synergy_ZIP=-2.82, Synergy_Bliss=-3.42, Synergy_Loewe=-0.0448, Synergy_HSA=4.48. (9) Drug 1: CN1CCC(CC1)COC2=C(C=C3C(=C2)N=CN=C3NC4=C(C=C(C=C4)Br)F)OC. Drug 2: C1CNP(=O)(OC1)N(CCCl)CCCl. Cell line: HOP-62. Synergy scores: CSS=2.44, Synergy_ZIP=-1.13, Synergy_Bliss=-1.67, Synergy_Loewe=-3.37, Synergy_HSA=-2.14.